From a dataset of CYP3A4 inhibition data for predicting drug metabolism from PubChem BioAssay. Regression/Classification. Given a drug SMILES string, predict its absorption, distribution, metabolism, or excretion properties. Task type varies by dataset: regression for continuous measurements (e.g., permeability, clearance, half-life) or binary classification for categorical outcomes (e.g., BBB penetration, CYP inhibition). Dataset: cyp3a4_veith. (1) The compound is CN(C)Cc1ccccc1-c1ccc2ncnc(NCc3cccs3)c2c1. The result is 1 (inhibitor). (2) The drug is Cc1ccc2nc(Cc3ccc(N)cc3)[nH]c2c1.Cl. The result is 1 (inhibitor). (3) The compound is CCOC(=O)Cc1c(C)nc2c(C#N)c[nH]n2c1=O. The result is 0 (non-inhibitor). (4) The result is 1 (inhibitor). The molecule is COc1ncc2nc(-c3cc(F)cc(F)c3)c(=O)n(Cc3cccs3)c2n1. (5) The molecule is CCC(=O)NC(=S)Nc1ccc(S(=O)(=O)NC(C)=O)cc1. The result is 0 (non-inhibitor). (6) The compound is Cc1ccnn2cc3c(=O)n(C)c(=O)n(C)c3c12. The result is 0 (non-inhibitor).